This data is from Reaction yield outcomes from USPTO patents with 853,638 reactions. The task is: Predict the reaction yield, written as a fraction of the theoretical maximum amount of product (1.0 means a 100% yield; for example, 0.34 means a 34% yield). (1) The product is [CH:11]1([C:16]2[CH:17]=[C:18]([OH:19])[N:1]([C:3]3[CH:8]=[C:7]([C:9]#[N:10])[CH:6]=[CH:5][N:4]=3)[N:2]=2)[CH2:15][CH2:14][CH2:13][CH2:12]1. No catalyst specified. The yield is 0.720. The reactants are [NH:1]([C:3]1[CH:8]=[C:7]([C:9]#[N:10])[CH:6]=[CH:5][N:4]=1)[NH2:2].[CH:11]1([C:16](=O)[CH2:17][C:18](OCC)=[O:19])[CH2:15][CH2:14][CH2:13][CH2:12]1. (2) The reactants are Cl[CH2:2][C@@H:3]1[O:12][CH2:11][C@@H:6]2[CH2:7][O:8][CH2:9][CH2:10][N:5]2[CH2:4]1.[C:13]([O-:16])(=[O:15])[CH3:14].[K+]. The catalyst is CN(C=O)C. The product is [C:13]([O:16][CH2:2][CH:3]1[O:12][CH2:11][CH:6]2[CH2:7][O:8][CH2:9][CH2:10][N:5]2[CH2:4]1)(=[O:15])[CH3:14]. The yield is 0.420. (3) The reactants are [CH3:1][O:2][C:3]1N=[C:5]2[C:10](=[CH:11][CH:12]=1)[N:9]=[CH:8][CH:7]=[C:6]2[N:13]1[CH:21]=[C:20]2[C:15](C[CH2:17][CH:18]([NH2:22])[CH2:19]2)=[N:14]1.Br[CH2:24][CH2:25][O:26][C:27]1[CH:32]=[C:31]([F:33])[CH:30]=[C:29]([F:34])[CH:28]=1.[C:35]([O-])([O-])=O.[Cs+].[Cs+].[Na+].[I-]. The catalyst is CN(C=O)C. The product is [F:34][C:29]1[CH:28]=[C:27]([CH:32]=[C:31]([F:33])[CH:30]=1)[O:26][CH2:25][CH2:24][NH:22][CH:18]([CH3:17])[CH2:19][C:20]1[CH:15]=[N:14][N:13]([C:6]2[C:5]3[C:10](=[CH:11][CH:12]=[C:3]([O:2][CH3:1])[CH:35]=3)[N:9]=[CH:8][CH:7]=2)[CH:21]=1. The yield is 0.290. (4) The reactants are [Br:1][C:2]1[CH:9]=[CH:8][CH:7]=[CH:6][C:3]=1[CH:4]=[O:5].[CH2:10](O)[CH2:11][OH:12]. The catalyst is C1(C)C=CC=CC=1.O.C1(C)C=CC(S(O)(=O)=O)=CC=1. The product is [Br:1][C:2]1[CH:9]=[CH:8][CH:7]=[CH:6][C:3]=1[CH:4]1[O:12][CH2:11][CH2:10][O:5]1. The yield is 0.950. (5) The reactants are [F-].C([N+](CCCC)(CCCC)CCCC)CCC.[CH3:19][C:20]1[CH:27]=[CH:26][C:23]([CH:24]=[O:25])=[CH:22][CH:21]=1.[Si]([C:32]([F:35])([F:34])[F:33])(C)(C)C.Cl. The yield is 0.860. The catalyst is C1COCC1. The product is [CH3:19][C:20]1[CH:27]=[CH:26][C:23]([CH:24]([OH:25])[C:32]([F:35])([F:34])[F:33])=[CH:22][CH:21]=1. (6) The reactants are F[C:2]1[CH:7]=[C:6](F)[C:5]([N+:9]([O-:11])=[O:10])=[CH:4][C:3]=1[N+:12]([O-:14])=[O:13].[CH3:15][O-:16].[Na+].[Na].Cl.[CH3:20][OH:21]. The catalyst is C(Cl)(Cl)Cl.O. The product is [CH3:15][O:16][C:2]1[CH:7]=[C:6]([O:21][CH3:20])[C:5]([N+:9]([O-:11])=[O:10])=[CH:4][C:3]=1[N+:12]([O-:14])=[O:13]. The yield is 0.880.